This data is from Forward reaction prediction with 1.9M reactions from USPTO patents (1976-2016). The task is: Predict the product of the given reaction. (1) Given the reactants [Cl:1][C:2]1[C:3]([C:8]2[CH:13]=[CH:12][C:11]([CH2:14][C:15]([OH:17])=[O:16])=[CH:10][CH:9]=2)=[N:4][CH:5]=[CH:6][N:7]=1.[C:18](=O)([O-])[O-].[K+].[K+].IC, predict the reaction product. The product is: [Cl:1][C:2]1[C:3]([C:8]2[CH:9]=[CH:10][C:11]([CH2:14][C:15]([O:17][CH3:18])=[O:16])=[CH:12][CH:13]=2)=[N:4][CH:5]=[CH:6][N:7]=1. (2) Given the reactants FC(F)(F)C([O-])=O.[S:8]1[CH2:12][CH2:11][CH2:10][CH:9]1[CH2:13][NH3+:14].Br[C:16]1[C:17]2[C:24]([C:25]3[CH:30]=[CH:29][CH:28]=[CH:27][CH:26]=3)=[C:23]([C:31]3[CH:36]=[CH:35][CH:34]=[CH:33][CH:32]=3)[O:22][C:18]=2[N:19]=[CH:20][N:21]=1.CCN(C(C)C)C(C)C, predict the reaction product. The product is: [C:25]1([C:24]2[C:17]3[C:16]([NH:14][CH2:13][CH:9]4[CH2:10][CH2:11][CH2:12][S:8]4)=[N:21][CH:20]=[N:19][C:18]=3[O:22][C:23]=2[C:31]2[CH:32]=[CH:33][CH:34]=[CH:35][CH:36]=2)[CH:30]=[CH:29][CH:28]=[CH:27][CH:26]=1. (3) Given the reactants [N:1]1[CH:6]=[CH:5][C:4]([N:7]2[CH2:16][CH2:15][C:10]3([CH2:14][NH:13][CH2:12][CH2:11]3)[CH2:9][CH2:8]2)=[CH:3][CH:2]=1.CCN(C(C)C)C(C)C.CN(C(ON1N=NC2C=CC=CC1=2)=[N+](C)C)C.F[P-](F)(F)(F)(F)F.[CH2:50]([O:57][C:58]([NH:60][C@H:61]([C:67]([O:69][CH2:70][CH3:71])=[O:68])[CH2:62][CH2:63][C:64](O)=[O:65])=[O:59])[C:51]1[CH:56]=[CH:55][CH:54]=[CH:53][CH:52]=1, predict the reaction product. The product is: [CH2:50]([O:57][C:58]([NH:60][C@@H:61]([CH2:62][CH2:63][C:64](=[O:65])[N:13]1[CH2:12][CH2:11][C:10]2([CH2:15][CH2:16][N:7]([C:4]3[CH:3]=[CH:2][N:1]=[CH:6][CH:5]=3)[CH2:8][CH2:9]2)[CH2:14]1)[C:67]([O:69][CH2:70][CH3:71])=[O:68])=[O:59])[C:51]1[CH:52]=[CH:53][CH:54]=[CH:55][CH:56]=1. (4) Given the reactants [CH:1]1([C:4]2[CH:26]=[CH:25][C:7]([O:8][C:9]3[C:10](=[O:24])[N:11]([C:14]4[CH:19]=[CH:18][C:17]([CH2:20][OH:21])=[C:16]([O:22][CH3:23])[CH:15]=4)[CH2:12][CH:13]=3)=[CH:6][CH:5]=2)[CH2:3][CH2:2]1.CC(OI1(OC(C)=O)(OC(C)=O)OC(=O)C2C=CC=CC1=2)=O.[OH-].[Na+], predict the reaction product. The product is: [CH:1]1([C:4]2[CH:26]=[CH:25][C:7]([O:8][C:9]3[C:10](=[O:24])[N:11]([C:14]4[CH:19]=[CH:18][C:17]([CH:20]=[O:21])=[C:16]([O:22][CH3:23])[CH:15]=4)[CH2:12][CH:13]=3)=[CH:6][CH:5]=2)[CH2:3][CH2:2]1. (5) Given the reactants [F:1][C:2]1[C:12]([NH:13][CH2:14][C:15]2[CH:20]=[C:19]([C:21]3[CH:26]=[CH:25][CH:24]=[C:23]([F:27])[CH:22]=3)[CH:18]=[CH:17][C:16]=2[F:28])=[C:11]([F:29])[CH:10]=[CH:9][C:3]=1[O:4][CH2:5][C:6]([OH:8])=[O:7].[O:30]1[CH2:35][CH2:34][N:33]([CH2:36][CH2:37]O)[CH2:32][CH2:31]1.CN(C(ON1N=NC2C=CC=NC1=2)=[N+](C)C)C.F[P-](F)(F)(F)(F)F.O, predict the reaction product. The product is: [F:1][C:2]1[C:12]([NH:13][CH2:14][C:15]2[CH:20]=[C:19]([C:21]3[CH:26]=[CH:25][CH:24]=[C:23]([F:27])[CH:22]=3)[CH:18]=[CH:17][C:16]=2[F:28])=[C:11]([F:29])[CH:10]=[CH:9][C:3]=1[O:4][CH2:5][C:6]([O:8][CH2:37][CH2:36][N:33]1[CH2:34][CH2:35][O:30][CH2:31][CH2:32]1)=[O:7]. (6) Given the reactants [C:1]([O:6]C)(=[O:5])[CH:2]([CH3:4])[OH:3].C(N(CC)CC)C.[S:15](Cl)([C:18]1[CH:24]=[CH:23][C:21]([CH3:22])=[CH:20][CH:19]=1)(=[O:17])=[O:16].Cl.C([NH+](CC)CC)C, predict the reaction product. The product is: [S:15]([C:18]1[CH:24]=[CH:23][C:21]([CH3:22])=[CH:20][CH:19]=1)([OH:3])(=[O:17])=[O:16].[C:1]([OH:6])(=[O:5])[CH:2]([CH3:4])[OH:3].